This data is from Forward reaction prediction with 1.9M reactions from USPTO patents (1976-2016). The task is: Predict the product of the given reaction. (1) Given the reactants [OH:1][C:2]1[CH:9]=[C:8]([N+:10]([O-:12])=[O:11])[CH:7]=[CH:6][C:3]=1[CH:4]=O.C(=O)([O-])[O-].[K+].[K+].Cl[CH2:20][C:21]([O:23]C)=[O:22].[OH-].[K+].Cl, predict the reaction product. The product is: [N+:10]([C:8]1[CH:7]=[CH:6][C:3]2[CH:4]=[C:20]([C:21]([OH:23])=[O:22])[O:1][C:2]=2[CH:9]=1)([O-:12])=[O:11]. (2) Given the reactants [CH2:1]([O:3][C:4](=[O:15])[CH:5]([C:7]1[CH:12]=[CH:11][C:10]([NH2:13])=[C:9]([OH:14])[CH:8]=1)[CH3:6])[CH3:2].C1C=CC(O[C:23](Cl)=[S:24])=CC=1.C1CCN2C(=NCCC2)CC1.O, predict the reaction product. The product is: [CH2:1]([O:3][C:4](=[O:15])[CH:5]([C:7]1[CH:12]=[CH:11][C:10]2[NH:13][C:23](=[S:24])[O:14][C:9]=2[CH:8]=1)[CH3:6])[CH3:2].